This data is from Retrosynthesis with 50K atom-mapped reactions and 10 reaction types from USPTO. The task is: Predict the reactants needed to synthesize the given product. (1) Given the product COc1ccc(C(=O)CSc2ccccc2)cc1, predict the reactants needed to synthesize it. The reactants are: COc1ccc(C(=O)CBr)cc1.Sc1ccccc1. (2) Given the product CNC(=O)c1cc(C#N)cc(C)c1N, predict the reactants needed to synthesize it. The reactants are: CNC(=O)c1cc(Br)cc(C)c1N.[C-]#N. (3) The reactants are: CO.O=C(O)CC(c1cccc(O)c1)C1CC1. Given the product COC(=O)CC(c1cccc(O)c1)C1CC1, predict the reactants needed to synthesize it. (4) Given the product Cc1cc(-c2ccc(NC(=O)C(C)c3ccc(N4CCCCC4)nc3)cc2)ccn1, predict the reactants needed to synthesize it. The reactants are: C1CCNCC1.Cc1cc(-c2ccc(NC(=O)C(C)c3ccc(Cl)nc3)cc2)ccn1. (5) Given the product CC(O)CC1CN(C(=O)COc2ccc(Cl)cc2)CCN1Cc1ccc(F)cc1, predict the reactants needed to synthesize it. The reactants are: C[Mg+].O=CCC1CN(C(=O)COc2ccc(Cl)cc2)CCN1Cc1ccc(F)cc1. (6) Given the product COC(=O)c1ccc(CN([C@H](CO)c2ccccc2)S(=O)(=O)c2ccc(Cl)cc2)cc1, predict the reactants needed to synthesize it. The reactants are: COC(=O)c1ccc(CBr)cc1.O=S(=O)(N[C@H](CO)c1ccccc1)c1ccc(Cl)cc1. (7) Given the product Cc1nc(C#Cc2ccnc(Cl)c2)cn1-c1ccnc(C(F)(F)F)n1, predict the reactants needed to synthesize it. The reactants are: Cc1nc(C#Cc2ccnc(Cl)c2)c[nH]1.FC(F)(F)c1nccc(Cl)n1. (8) Given the product CCc1nc(C(=O)O)cs1, predict the reactants needed to synthesize it. The reactants are: CCOC(=O)c1csc(CC)n1.